Dataset: Reaction yield outcomes from USPTO patents with 853,638 reactions. Task: Predict the reaction yield, written as a fraction of the theoretical maximum amount of product (1.0 means a 100% yield; for example, 0.34 means a 34% yield). (1) The reactants are C[O:2][C:3]1[C:8]2=[C:9]([CH3:33])[N:10]([CH2:25][O:26][CH2:27][CH2:28][Si:29]([CH3:32])([CH3:31])[CH3:30])[C:11]([C:12]3[CH:17]=[CH:16][CH:15]=[CH:14][C:13]=3[O:18][C:19]3[CH:24]=[CH:23][CH:22]=[CH:21][CH:20]=3)=[C:7]2[CH:6]=[C:5]([CH2:34][O:35][CH3:36])[N:4]=1.[I-].[Li+]. The catalyst is N1C=CC=CC=1. The product is [CH3:36][O:35][CH2:34][C:5]1[NH:4][C:3](=[O:2])[C:8]2=[C:9]([CH3:33])[N:10]([CH2:25][O:26][CH2:27][CH2:28][Si:29]([CH3:30])([CH3:32])[CH3:31])[C:11]([C:12]3[CH:17]=[CH:16][CH:15]=[CH:14][C:13]=3[O:18][C:19]3[CH:24]=[CH:23][CH:22]=[CH:21][CH:20]=3)=[C:7]2[CH:6]=1. The yield is 0.430. (2) The reactants are C([O:4][CH2:5][C:6]1[C:7]([N:39]2[CH2:51][CH2:50][N:42]3[C:43]4[CH2:44][CH2:45][CH2:46][CH2:47][C:48]=4[CH:49]=[C:41]3[C:40]2=[O:52])=[N:8][CH:9]=[CH:10][C:11]=1[C:12]1[CH:17]=[C:16]([NH:18][C:19]2[CH:24]=[CH:23][C:22]([N:25]3[CH2:30][CH2:29][N:28]([CH:31]4[CH2:34][O:33][CH2:32]4)[CH2:27][C@@H:26]3[CH2:35][CH3:36])=[CH:21][N:20]=2)[C:15](=[O:37])[N:14]([CH3:38])[CH:13]=1)(=O)C.[Li+].[OH-]. The catalyst is CC(O)C.C1COCC1.O. The product is [CH2:35]([C@H:26]1[CH2:27][N:28]([CH:31]2[CH2:32][O:33][CH2:34]2)[CH2:29][CH2:30][N:25]1[C:22]1[CH:23]=[CH:24][C:19]([NH:18][C:16]2[C:15](=[O:37])[N:14]([CH3:38])[CH:13]=[C:12]([C:11]3[CH:10]=[CH:9][N:8]=[C:7]([N:39]4[CH2:51][CH2:50][N:42]5[C:43]6[CH2:44][CH2:45][CH2:46][CH2:47][C:48]=6[CH:49]=[C:41]5[C:40]4=[O:52])[C:6]=3[CH2:5][OH:4])[CH:17]=2)=[N:20][CH:21]=1)[CH3:36]. The yield is 0.250. (3) The reactants are [Br:1][C:2]1[CH:7]=[C:6](I)[CH:5]=[C:4]([Br:9])[C:3]=1[O:10][CH3:11].[NH:12]1[CH:16]=[C:15]([C:17]([O:19][CH3:20])=[O:18])[N:14]=[CH:13]1.C(=O)([O-])[O-].[Cs+].[Cs+]. The catalyst is CN(C=O)C.FC(F)(F)S([O-])(=O)=O.[Cu+2].FC(F)(F)S([O-])(=O)=O. The product is [Br:1][C:2]1[CH:7]=[C:6]([N:12]2[CH:16]=[C:15]([C:17]([O:19][CH3:20])=[O:18])[N:14]=[CH:13]2)[CH:5]=[C:4]([Br:9])[C:3]=1[O:10][CH3:11]. The yield is 0.130. (4) The reactants are [OH-].[Li+].[CH2:3]([C:5]1[N:6]=[C:7]([C:10]2[CH:11]=[CH:12][C:13]([O:16][CH2:17][CH2:18][CH2:19][O:20][C:21]3[CH:22]=[C:23]4[C:27](=[CH:28][CH:29]=3)[N:26]([CH:30]([CH3:35])[C:31]([O:33]C)=[O:32])[CH:25]=[CH:24]4)=[N:14][CH:15]=2)[S:8][CH:9]=1)[CH3:4].CO.O. The catalyst is C1COCC1. The product is [CH2:3]([C:5]1[N:6]=[C:7]([C:10]2[CH:11]=[CH:12][C:13]([O:16][CH2:17][CH2:18][CH2:19][O:20][C:21]3[CH:22]=[C:23]4[C:27](=[CH:28][CH:29]=3)[N:26]([CH:30]([CH3:35])[C:31]([OH:33])=[O:32])[CH:25]=[CH:24]4)=[N:14][CH:15]=2)[S:8][CH:9]=1)[CH3:4]. The yield is 0.820. (5) The reactants are [Br:1][C:2]1[CH:3]=[C:4]([C:7]([O:9][CH3:10])=[O:8])[NH:5][CH:6]=1.[H-].[Na+].[Br:13][CH2:14][CH2:15]Br. The catalyst is CN(C=O)C. The product is [Br:1][C:2]1[CH:3]=[C:4]([C:7]([O:9][CH3:10])=[O:8])[N:5]([CH2:15][CH2:14][Br:13])[CH:6]=1. The yield is 0.460.